This data is from Reaction yield outcomes from USPTO patents with 853,638 reactions. The task is: Predict the reaction yield, written as a fraction of the theoretical maximum amount of product (1.0 means a 100% yield; for example, 0.34 means a 34% yield). The reactants are [ClH:1].[Br:2][C:3]1[CH:4]=[N:5][CH:6]=[CH:7][C:8]=1[CH2:9][O:10][C:11]1[CH:12]=[N:13][C:14]([N:17]2[CH2:22][CH2:21][N:20](C(OC(C)(C)C)=O)[CH2:19][C@H:18]2[CH3:30])=[N:15][CH:16]=1. The catalyst is C(Cl)Cl. The product is [ClH:1].[ClH:1].[Br:2][C:3]1[CH:4]=[N:5][CH:6]=[CH:7][C:8]=1[CH2:9][O:10][C:11]1[CH:12]=[N:13][C:14]([N:17]2[CH2:22][CH2:21][NH:20][CH2:19][C@H:18]2[CH3:30])=[N:15][CH:16]=1. The yield is 1.00.